Dataset: Peptide-MHC class II binding affinity with 134,281 pairs from IEDB. Task: Regression. Given a peptide amino acid sequence and an MHC pseudo amino acid sequence, predict their binding affinity value. This is MHC class II binding data. (1) The peptide sequence is AFVATTNPWASQEG. The MHC is DRB1_1501 with pseudo-sequence DRB1_1501. The binding affinity (normalized) is 0.405. (2) The peptide sequence is WVAMTKGEGGVWTFD. The MHC is DRB1_1101 with pseudo-sequence DRB1_1101. The binding affinity (normalized) is 0.641. (3) The peptide sequence is TGEAHLAEENEGDNA. The MHC is DRB1_0101 with pseudo-sequence DRB1_0101. The binding affinity (normalized) is 0. (4) The peptide sequence is MAGAGPAPMLAAAAG. The MHC is HLA-DPA10103-DPB10401 with pseudo-sequence HLA-DPA10103-DPB10401. The binding affinity (normalized) is 0. (5) The peptide sequence is ENRSWYLTENIQRFLPNPAG. The MHC is DRB1_1101 with pseudo-sequence DRB1_1101. The binding affinity (normalized) is 0.426. (6) The binding affinity (normalized) is 0.400. The MHC is HLA-DPA10103-DPB10401 with pseudo-sequence HLA-DPA10103-DPB10401. The peptide sequence is KASTGGAYESYKFIPALEAA. (7) The peptide sequence is GRRYELETNLQHRDG. The MHC is DRB1_0901 with pseudo-sequence DRB1_0901. The binding affinity (normalized) is 0.0837. (8) The peptide sequence is MIRIIAQGPKATFEA. The MHC is HLA-DPA10103-DPB10301 with pseudo-sequence HLA-DPA10103-DPB10301. The binding affinity (normalized) is 0.104. (9) The peptide sequence is RRHGVRIRVRSGGHD. The MHC is HLA-DPA10103-DPB10201 with pseudo-sequence HLA-DPA10103-DPB10201. The binding affinity (normalized) is 0. (10) The peptide sequence is YEEFCDAVYENDKLK. The MHC is H-2-IAb with pseudo-sequence H-2-IAb. The binding affinity (normalized) is 0.